This data is from Forward reaction prediction with 1.9M reactions from USPTO patents (1976-2016). The task is: Predict the product of the given reaction. (1) The product is: [CH2:1]([O:8][C:9](=[O:14])[NH:10][CH2:11][CH2:12][O:13][Si:15]([C:28]([CH3:31])([CH3:30])[CH3:29])([C:22]1[CH:23]=[CH:24][CH:25]=[CH:26][CH:27]=1)[C:16]1[CH:21]=[CH:20][CH:19]=[CH:18][CH:17]=1)[C:2]1[CH:7]=[CH:6][CH:5]=[CH:4][CH:3]=1. Given the reactants [CH2:1]([O:8][C:9](=[O:14])[NH:10][CH2:11][CH2:12][OH:13])[C:2]1[CH:7]=[CH:6][CH:5]=[CH:4][CH:3]=1.[Si:15](Cl)([C:28]([CH3:31])([CH3:30])[CH3:29])([C:22]1[CH:27]=[CH:26][CH:25]=[CH:24][CH:23]=1)[C:16]1[CH:21]=[CH:20][CH:19]=[CH:18][CH:17]=1.N1C=CN=C1.C(O)C, predict the reaction product. (2) The product is: [CH3:27][C:26]1[CH:25]=[CH:24][CH:23]=[C:22]([CH3:28])[C:21]=1[CH2:20][NH:19][C:18]1[C:13]2[N:12]=[C:11]([CH3:33])[NH:10][C:14]=2[CH:15]=[C:16]([C:29]([NH:31][CH3:32])=[O:30])[CH:17]=1. Given the reactants C(OC[N:10]1[C:14]2[CH:15]=[C:16]([C:29]([NH:31][CH3:32])=[O:30])[CH:17]=[C:18]([NH:19][CH2:20][C:21]3[C:26]([CH3:27])=[CH:25][CH:24]=[CH:23][C:22]=3[CH3:28])[C:13]=2[N:12]=[C:11]1[CH3:33])C1C=CC=CC=1.C([O-])=O.[NH4+], predict the reaction product. (3) Given the reactants [Cl:1][C:2]1[CH:7]=[C:6]([Cl:8])[CH:5]=[CH:4][C:3]=1[NH:9][C:10]1[N:15]=[C:14]([C:16]([F:19])([F:18])[F:17])[C:13]([C:20]([O:22]C)=[O:21])=[CH:12][N:11]=1.[OH-].[K+], predict the reaction product. The product is: [Cl:1][C:2]1[CH:7]=[C:6]([Cl:8])[CH:5]=[CH:4][C:3]=1[NH:9][C:10]1[N:15]=[C:14]([C:16]([F:17])([F:18])[F:19])[C:13]([C:20]([OH:22])=[O:21])=[CH:12][N:11]=1.